From a dataset of Full USPTO retrosynthesis dataset with 1.9M reactions from patents (1976-2016). Predict the reactants needed to synthesize the given product. (1) The reactants are: [CH3:1][C:2]1[CH:10]=[C:9]2[C:5]([C:6]([CH2:11][CH2:12][NH2:13])=[CH:7][NH:8]2)=[CH:4][CH:3]=1.[CH:14]1([CH:17]=O)[CH2:16][CH2:15]1. Given the product [CH:14]1([CH2:17][NH:13][CH2:12][CH2:11][C:6]2[C:5]3[C:9](=[CH:10][C:2]([CH3:1])=[CH:3][CH:4]=3)[NH:8][CH:7]=2)[CH2:16][CH2:15]1, predict the reactants needed to synthesize it. (2) Given the product [CH3:16][O:17][C:18]1[CH:27]=[CH:26][C:25]([N:28]2[CH2:29][CH2:30][N:31]([CH3:34])[CH2:32][CH2:33]2)=[C:24]2[C:19]=1[CH2:20][CH2:21][N:22]([C:13](=[O:15])[CH2:12][C:9]1[CH:8]=[CH:7][C:6]([S:3]([NH:2][CH3:1])(=[O:4])=[O:5])=[CH:11][CH:10]=1)[CH2:23]2, predict the reactants needed to synthesize it. The reactants are: [CH3:1][NH:2][S:3]([C:6]1[CH:11]=[CH:10][C:9]([CH2:12][C:13]([OH:15])=O)=[CH:8][CH:7]=1)(=[O:5])=[O:4].[CH3:16][O:17][C:18]1[CH:27]=[CH:26][C:25]([N:28]2[CH2:33][CH2:32][N:31]([CH3:34])[CH2:30][CH2:29]2)=[C:24]2[C:19]=1[CH2:20][CH2:21][NH:22][CH2:23]2.CN(C(ON1N=NC2C=CC=NC1=2)=[N+](C)C)C.F[P-](F)(F)(F)(F)F. (3) The reactants are: [C:1]([C:3]1[N:8]=[CH:7][C:6]([C:9]2[CH:18]=[CH:17][C:12]([C:13]([O:15]C)=[O:14])=[CH:11][CH:10]=2)=[CH:5][CH:4]=1)#[N:2].[Li+].[OH-].Cl. Given the product [C:1]([C:3]1[N:8]=[CH:7][C:6]([C:9]2[CH:18]=[CH:17][C:12]([C:13]([OH:15])=[O:14])=[CH:11][CH:10]=2)=[CH:5][CH:4]=1)#[N:2], predict the reactants needed to synthesize it. (4) The reactants are: [Br:1][C:2]1[CH:9]=[C:8](F)[C:7]([F:11])=[CH:6][C:3]=1[C:4]#[N:5].[N:12]1([C:17]2[CH:22]=[CH:21][C:20]([CH2:23][C@@H:24]([NH2:28])[C:25]([NH2:27])=[O:26])=[CH:19][CH:18]=2)[CH:16]=[CH:15][N:14]=[CH:13]1.CCN(C(C)C)C(C)C. Given the product [N:12]1([C:17]2[CH:18]=[CH:19][C:20]([CH2:23][C@@H:24]([NH:28][C:8]3[CH:9]=[C:2]([Br:1])[C:3]([C:4]#[N:5])=[CH:6][C:7]=3[F:11])[C:25]([NH2:27])=[O:26])=[CH:21][CH:22]=2)[CH:16]=[CH:15][N:14]=[CH:13]1, predict the reactants needed to synthesize it. (5) Given the product [CH2:26]([O:11][N:3]1[C:2]([CH3:12])([CH3:1])[CH2:7][CH:6]([OH:8])[CH2:5][C:4]1([CH3:10])[CH3:9])[CH3:27], predict the reactants needed to synthesize it. The reactants are: [CH3:1][C:2]1([CH3:12])[CH2:7][CH:6]([OH:8])[CH2:5][C:4]([CH3:10])([CH3:9])[NH+:3]1[O-:11].OO.Cl.S(=O)(O)[O-].[Na+].C(=O)(O)[O-].[K+].[CH3:26][C:27](CC)=O. (6) Given the product [S:9]([N:1]=[N+:2]=[N-:3])([C:12]([F:15])([F:14])[F:13])(=[O:10])=[O:8], predict the reactants needed to synthesize it. The reactants are: [N-:1]=[N+:2]=[N-:3].[Na+].C(Cl)Cl.[O:8](S(C(F)(F)F)(=O)=O)[S:9]([C:12]([F:15])([F:14])[F:13])(=O)=[O:10].